Regression. Given a peptide amino acid sequence and an MHC pseudo amino acid sequence, predict their binding affinity value. This is MHC class II binding data. From a dataset of Peptide-MHC class II binding affinity with 134,281 pairs from IEDB. The peptide sequence is FVLASTNAGSINAPTVSDSR. The MHC is HLA-DQA10501-DQB10201 with pseudo-sequence HLA-DQA10501-DQB10201. The binding affinity (normalized) is 0.233.